This data is from Reaction yield outcomes from USPTO patents with 853,638 reactions. The task is: Predict the reaction yield, written as a fraction of the theoretical maximum amount of product (1.0 means a 100% yield; for example, 0.34 means a 34% yield). (1) The reactants are [CH2:1]([O:8][CH2:9][C:10]([NH:12][C:13]1[CH:18]=[CH:17][C:16]([F:19])=[CH:15][CH:14]=1)=O)[C:2]1[CH:7]=[CH:6][CH:5]=[CH:4][CH:3]=1.[CH2:20]([N:22]([CH2:33][CH3:34])[C:23]([CH:25]1[CH2:30][CH2:29][CH2:28][CH:27](Br)[C:26]1=O)=[O:24])[CH3:21]. The catalyst is CC(O)C.[Cl-].[Zn+2].[Cl-]. The product is [CH2:33]([N:22]([CH2:20][CH3:21])[C:23]([CH:25]1[C:26]2[C:18]3[C:13](=[CH:14][CH:15]=[C:16]([F:19])[CH:17]=3)[N:12]([CH2:10][CH2:9][O:8][CH2:1][C:2]3[CH:7]=[CH:6][CH:5]=[CH:4][CH:3]=3)[C:27]=2[CH2:28][CH2:29][CH2:30]1)=[O:24])[CH3:34]. The yield is 0.110. (2) The reactants are C[Al](C)C.[C:5]([N:9]1[C:13]([NH2:14])=[CH:12][C:11]([CH2:15][CH2:16][C:17]2[CH:22]=[CH:21][CH:20]=[C:19]([O:23][CH3:24])[CH:18]=2)=[N:10]1)([CH3:8])([CH3:7])[CH3:6].[N:25]1([C:31]2[CH:41]=[CH:40][C:34]([C:35](OCC)=[O:36])=[CH:33][CH:32]=2)[CH2:30][CH2:29][NH:28][CH2:27][CH2:26]1. The catalyst is C1(C)C=CC=CC=1. The product is [C:5]([N:9]1[C:13]([NH:14][C:35](=[O:36])[C:34]2[CH:33]=[CH:32][C:31]([N:25]3[CH2:30][CH2:29][NH:28][CH2:27][CH2:26]3)=[CH:41][CH:40]=2)=[CH:12][C:11]([CH2:15][CH2:16][C:17]2[CH:22]=[CH:21][CH:20]=[C:19]([O:23][CH3:24])[CH:18]=2)=[N:10]1)([CH3:8])([CH3:7])[CH3:6]. The yield is 0.225. (3) The reactants are [C:1]([C:3]1[CH:8]=[CH:7][C:6]([C:9]2[N:13]3[N:14]=[C:15]([C:18]4[CH:26]=[CH:25][C:21]([C:22](O)=[O:23])=[CH:20][CH:19]=4)[CH:16]=[CH:17][C:12]3=[N:11][CH:10]=2)=[CH:5][CH:4]=1)#[N:2].CN(C(ON1N=NC2C=CC=NC1=2)=[N+](C)C)C.F[P-](F)(F)(F)(F)F.Cl.[N:52]1([C:63]([O:65][C:66]([CH3:69])([CH3:68])[CH3:67])=[O:64])[C:57]2([CH2:62][CH2:61][NH:60][CH2:59][CH2:58]2)[CH2:56][CH2:55][CH2:54][CH2:53]1.CN1CCOCC1. The catalyst is CN(C=O)C.O. The product is [C:1]([C:3]1[CH:4]=[CH:5][C:6]([C:9]2[N:13]3[N:14]=[C:15]([C:18]4[CH:26]=[CH:25][C:21]([C:22]([N:60]5[CH2:61][CH2:62][C:57]6([N:52]([C:63]([O:65][C:66]([CH3:69])([CH3:68])[CH3:67])=[O:64])[CH2:53][CH2:54][CH2:55][CH2:56]6)[CH2:58][CH2:59]5)=[O:23])=[CH:20][CH:19]=4)[CH:16]=[CH:17][C:12]3=[N:11][CH:10]=2)=[CH:7][CH:8]=1)#[N:2]. The yield is 0.410. (4) The catalyst is O. The reactants are [NH2:1][C:2]1[N:6]([C:7]2[N:12]=[C:11]([N:13]3[CH2:18][CH2:17][O:16][CH2:15][CH2:14]3)[N:10]=[C:9]([N:19]3[CH2:24][CH2:23][O:22][CH2:21][CH2:20]3)[N:8]=2)[C:5]2[CH:25]=[CH:26][CH:27]=[CH:28][C:4]=2[N:3]=1.[C:29](O)(=[O:31])[CH3:30].C1CCC(N=C=NC2CCCCC2)CC1.C(Cl)(Cl)Cl. The yield is 0.730. The product is [C:29]([NH:1][C:2]1[N:6]([C:7]2[N:8]=[C:9]([N:19]3[CH2:20][CH2:21][O:22][CH2:23][CH2:24]3)[N:10]=[C:11]([N:13]3[CH2:14][CH2:15][O:16][CH2:17][CH2:18]3)[N:12]=2)[C:5]2[CH:25]=[CH:26][CH:27]=[CH:28][C:4]=2[N:3]=1)(=[O:31])[CH3:30]. (5) The yield is 0.850. The catalyst is CO. The reactants are CC1C=CC(S(O)(=O)=O)=CC=1.N1C=CC=CC=1.[NH2:18][C:19]1[N:20]=[CH:21][C:22]([C:34]2[N:38]([CH2:39][CH3:40])[N:37]=[C:36]([CH:41]3[CH2:46][CH2:45][N:44]([C:47](=[O:57])[CH2:48][CH2:49][O:50]C4CCCCO4)[CH2:43][CH2:42]3)[N:35]=2)=[N:23][C:24]=1[C:25]1[O:26][C:27]([C:30]([CH3:33])([CH3:32])[CH3:31])=[N:28][N:29]=1. The product is [NH2:18][C:19]1[N:20]=[CH:21][C:22]([C:34]2[N:38]([CH2:39][CH3:40])[N:37]=[C:36]([CH:41]3[CH2:42][CH2:43][N:44]([C:47](=[O:57])[CH2:48][CH2:49][OH:50])[CH2:45][CH2:46]3)[N:35]=2)=[N:23][C:24]=1[C:25]1[O:26][C:27]([C:30]([CH3:33])([CH3:31])[CH3:32])=[N:28][N:29]=1. (6) The reactants are OS(O)(=O)=O.[C:6]([NH:9][C@@H:10]([CH2:14][S:15][C:16]([O:18][C:19]1[CH:24]=[CH:23][C:22]([C:25]2[CH:30]=[CH:29][C:28]([F:31])=[CH:27][C:26]=2[F:32])=[CH:21][C:20]=1[C:33]([O:35][CH2:36][C:37]1[CH:42]=[CH:41][C:40]([O:43][CH3:44])=[CH:39][CH:38]=1)=[O:34])=[O:17])[C:11]([OH:13])=[O:12])(=[O:8])[CH3:7].O.[CH3:46]O. No catalyst specified. The product is [C:6]([NH:9][C@H:10]([C:11]([O:13][CH3:46])=[O:12])[CH2:14][S:15][C:16]([O:18][C:19]1[CH:24]=[CH:23][C:22]([C:25]2[CH:30]=[CH:29][C:28]([F:31])=[CH:27][C:26]=2[F:32])=[CH:21][C:20]=1[C:33]([O:35][CH2:36][C:37]1[CH:38]=[CH:39][C:40]([O:43][CH3:44])=[CH:41][CH:42]=1)=[O:34])=[O:17])(=[O:8])[CH3:7]. The yield is 0.300. (7) The reactants are [OH:1][C:2]1[CH:3]=[C:4]([CH:7]=[CH:8][CH:9]=1)[C:5]#[N:6].Br[CH2:11][C:12]([NH2:14])=[O:13].C([O-])([O-])=O.[K+].[K+]. The catalyst is CC(C)=O. The product is [C:5]([C:4]1[CH:3]=[C:2]([CH:9]=[CH:8][CH:7]=1)[O:1][CH2:11][C:12]([NH2:14])=[O:13])#[N:6]. The yield is 0.280.